Dataset: Forward reaction prediction with 1.9M reactions from USPTO patents (1976-2016). Task: Predict the product of the given reaction. (1) Given the reactants [BH4-].[Na+].[Br:3][CH2:4][C:5](=[O:24])[C@@H:6]([NH:16][C:17](=[O:23])[O:18][C:19]([CH3:22])([CH3:21])[CH3:20])[CH2:7][C:8]1[CH:13]=[C:12]([F:14])[CH:11]=[C:10]([F:15])[CH:9]=1, predict the reaction product. The product is: [Br:3][CH2:4][C@H:5]([OH:24])[C@@H:6]([NH:16][C:17](=[O:23])[O:18][C:19]([CH3:20])([CH3:21])[CH3:22])[CH2:7][C:8]1[CH:9]=[C:10]([F:15])[CH:11]=[C:12]([F:14])[CH:13]=1. (2) Given the reactants [OH:1][C:2]1[C:10]([I:11])=[CH:9][C:5]([C:6](O)=[O:7])=[CH:4][C:3]=1[I:12].S(Cl)([Cl:15])=O, predict the reaction product. The product is: [OH:1][C:2]1[C:10]([I:11])=[CH:9][C:5]([C:6]([Cl:15])=[O:7])=[CH:4][C:3]=1[I:12]. (3) Given the reactants [CH2:1]([O:3][C:4]([N:6]1[C:14]2[C:9](=[CH:10][C:11]([C:15]3[S:19][C:18]([C:20]4[CH:25]=[CH:24][CH:23]=[CH:22][CH:21]=4)=[N:17][C:16]=3[CH3:26])=[CH:12][CH:13]=2)[CH:8]=[C:7]1OS(C(F)(F)F)(=O)=O)=[O:5])[CH3:2].[CH3:35][C:36]1[C:41](B(O)O)=[CH:40][CH:39]=[CH:38][N:37]=1.CCO.C([O-])(O)=O.[Na+], predict the reaction product. The product is: [CH2:1]([O:3][C:4]([N:6]1[C:14]2[C:9](=[CH:10][C:11]([C:15]3[S:19][C:18]([C:20]4[CH:21]=[CH:22][CH:23]=[CH:24][CH:25]=4)=[N:17][C:16]=3[CH3:26])=[CH:12][CH:13]=2)[CH:8]=[C:7]1[C:41]1[C:36]([CH3:35])=[N:37][CH:38]=[CH:39][CH:40]=1)=[O:5])[CH3:2].